From a dataset of Peptide-MHC class I binding affinity with 185,985 pairs from IEDB/IMGT. Regression. Given a peptide amino acid sequence and an MHC pseudo amino acid sequence, predict their binding affinity value. This is MHC class I binding data. (1) The MHC is HLA-B35:01 with pseudo-sequence YYATYRNIFTNTYESNLYIRYDSYTWAVLAYLWY. The binding affinity (normalized) is 0.604. The peptide sequence is YQAVVPLVY. (2) The peptide sequence is RIGGVLIFR. The MHC is HLA-B08:02 with pseudo-sequence HLA-B08:02. The binding affinity (normalized) is 0.0847. (3) The peptide sequence is ETIGLVRAL. The MHC is HLA-B27:05 with pseudo-sequence YHTEYREICAKTDEDTLYLNYHDYTWAVLAYEWY. The binding affinity (normalized) is 0.0847. (4) The peptide sequence is FLWGPRALV. The MHC is HLA-A02:07 with pseudo-sequence HLA-A02:07. The binding affinity (normalized) is 0.628. (5) The peptide sequence is DLADQLIHL. The MHC is HLA-A02:16 with pseudo-sequence HLA-A02:16. The binding affinity (normalized) is 0.628. (6) The peptide sequence is ELACAVPFY. The binding affinity (normalized) is 0.499. The MHC is HLA-B15:01 with pseudo-sequence HLA-B15:01.